Dataset: Forward reaction prediction with 1.9M reactions from USPTO patents (1976-2016). Task: Predict the product of the given reaction. (1) Given the reactants [CH3:1][C:2]1[CH:27]=[C:26]([CH3:28])[CH:25]=[C:24]([CH3:29])[C:3]=1[C:4]([P:6]([C:13](=[O:23])[C:14]1[C:19]([CH3:20])=[CH:18][C:17]([CH3:21])=[CH:16][C:15]=1[CH3:22])([CH2:8][C:9]([O:11][CH3:12])=[O:10])=[O:7])=[O:5].[CH2:30](O)[C:31]#C.C([O-])(=O)CCCCCCCCCCC.C([O-])(=O)CCCCCCCCCCC.C([Sn+2]CCCC)CCC, predict the reaction product. The product is: [CH3:22][C:15]1[CH:16]=[C:17]([CH3:21])[CH:18]=[C:19]([CH3:20])[C:14]=1[C:13]([P:6]([CH2:8][C:9]([O:11][CH2:12][C:30]#[CH:31])=[O:10])([C:4](=[O:5])[C:3]1[C:24]([CH3:29])=[CH:25][C:26]([CH3:28])=[CH:27][C:2]=1[CH3:1])=[O:7])=[O:23]. (2) Given the reactants Cl[C:2]1[C:7]([C:8]2[N:13]=[CH:12][N:11]=[C:10]([NH:14][CH3:15])[CH:9]=2)=[CH:6][CH:5]=[CH:4][N:3]=1.[NH2:16][C:17]1[C:26]([CH3:27])=[CH:25][CH:24]=[C:23]2[C:18]=1[CH:19]=[CH:20][NH:21][C:22]2=[O:28].C1(P(C2CCCCC2)C2C=CC=CC=2C2C=CC=CC=2N(C)C)CCCCC1, predict the reaction product. The product is: [CH3:27][C:26]1[C:17]([NH:16][C:2]2[C:7]([C:8]3[CH:9]=[C:10]([NH:14][CH3:15])[N:11]=[CH:12][N:13]=3)=[CH:6][CH:5]=[CH:4][N:3]=2)=[C:18]2[C:23](=[CH:24][CH:25]=1)[C:22](=[O:28])[NH:21][CH:20]=[CH:19]2.